From a dataset of Forward reaction prediction with 1.9M reactions from USPTO patents (1976-2016). Predict the product of the given reaction. (1) Given the reactants Cl[Si:2]([CH3:20])([CH3:19])[CH:3]1[C:11]2[C:6](=[C:7]([C:12]3[CH:17]=[CH:16][CH:15]=[CH:14][CH:13]=3)[CH:8]=[CH:9][CH:10]=2)[CH:5]=[C:4]1[CH3:18].[CH3:21][C:22]1[CH-:26][C:25]([CH3:27])=[C:24]([CH3:28])[C:23]=1[CH3:29].[Na+], predict the reaction product. The product is: [CH3:19][Si:2]([CH3:20])([CH:3]1[C:11]2[C:6](=[C:7]([C:12]3[CH:17]=[CH:16][CH:15]=[CH:14][CH:13]=3)[CH:8]=[CH:9][CH:10]=2)[CH:5]=[C:4]1[CH3:18])[CH:26]1[C:25]([CH3:27])=[C:24]([CH3:28])[C:23]([CH3:29])=[C:22]1[CH3:21]. (2) Given the reactants CC(C)([O-])C.[K+].[C:7]([N:14]1[CH2:19][CH2:18][CH:17]([OH:20])[CH2:16][CH2:15]1)([O:9][C:10]([CH3:13])([CH3:12])[CH3:11])=[O:8].Cl[C:22]1[CH:27]=[CH:26][N:25]=[C:24]([CH3:28])[C:23]=1[CH3:29], predict the reaction product. The product is: [NH3:14].[CH3:28][C:24]1[C:23]([CH3:29])=[C:22]([O:20][CH:17]2[CH2:18][CH2:19][N:14]([C:7]([O:9][C:10]([CH3:13])([CH3:12])[CH3:11])=[O:8])[CH2:15][CH2:16]2)[CH:27]=[CH:26][N:25]=1. (3) Given the reactants [OH:1][CH:2]1[CH2:7][CH2:6][CH2:5][O:4][C:3]1([CH3:18])[C:8]([O:10]CC1C=CC=CC=1)=[O:9], predict the reaction product. The product is: [OH:1][CH:2]1[CH2:7][CH2:6][CH2:5][O:4][C:3]1([CH3:18])[C:8]([OH:10])=[O:9].